From a dataset of Forward reaction prediction with 1.9M reactions from USPTO patents (1976-2016). Predict the product of the given reaction. (1) The product is: [Cl:1][C:2]1[CH:41]=[C:40]([Cl:42])[CH:39]=[CH:38][C:3]=1[C:4]([N:6]([CH2:29][C:30]([N:32]1[CH2:33][CH2:34][O:35][CH2:36][CH2:37]1)=[O:31])[C:7]1[CH:11]=[C:10]([C:12]2[CH:17]=[CH:16][C:15]([O:18][C:19]3[CH:20]=[CH:21][CH:22]=[CH:23][CH:24]=3)=[CH:14][CH:13]=2)[S:9][C:8]=1[C:25]([OH:27])=[O:26])=[O:5]. Given the reactants [Cl:1][C:2]1[CH:41]=[C:40]([Cl:42])[CH:39]=[CH:38][C:3]=1[C:4]([N:6]([CH2:29][C:30]([N:32]1[CH2:37][CH2:36][O:35][CH2:34][CH2:33]1)=[O:31])[C:7]1[CH:11]=[C:10]([C:12]2[CH:17]=[CH:16][C:15]([O:18][C:19]3[CH:24]=[CH:23][CH:22]=[CH:21][CH:20]=3)=[CH:14][CH:13]=2)[S:9][C:8]=1[C:25]([O:27]C)=[O:26])=[O:5].O[Li].O.Cl, predict the reaction product. (2) Given the reactants [OH:1][C:2]1[CH:7]=[CH:6][C:5]([S:8][C:9]2[CH:14]=[CH:13][C:12]([C:15](=[O:17])[CH3:16])=[CH:11][CH:10]=2)=[CH:4][CH:3]=1.[OH:18]O.O, predict the reaction product. The product is: [OH:1][C:2]1[CH:7]=[CH:6][C:5]([S:8]([C:9]2[CH:14]=[CH:13][C:12]([C:15](=[O:17])[CH3:16])=[CH:11][CH:10]=2)=[O:18])=[CH:4][CH:3]=1. (3) Given the reactants Br[C:2]1[CH:7]=[CH:6][C:5]([CH:8]([N:12]2[CH2:26][CH2:25][C:15]3([O:20][CH2:19][C:18](=[O:21])[N:17]([CH:22]4[CH2:24][CH2:23]4)[CH2:16]3)[CH2:14][CH2:13]2)[C:9]([NH2:11])=[O:10])=[C:4]([F:27])[CH:3]=1.CC1(C)C(C)(C)OB(B2OC(C)(C)C(C)(C)O2)O1.C([O-])(=O)C.[K+].Cl[C:52]1[CH:61]=[C:60]2[C:55]([CH:56]=[CH:57][C:58]([OH:62])=[N:59]2)=[CH:54][CH:53]=1.C(=O)([O-])[O-].[K+].[K+], predict the reaction product. The product is: [CH:22]1([N:17]2[CH2:16][C:15]3([CH2:25][CH2:26][N:12]([CH:8]([C:5]4[CH:6]=[CH:7][C:2]([C:52]5[CH:61]=[C:60]6[C:55]([CH:56]=[CH:57][C:58]([OH:62])=[N:59]6)=[CH:54][CH:53]=5)=[CH:3][C:4]=4[F:27])[C:9]([NH2:11])=[O:10])[CH2:13][CH2:14]3)[O:20][CH2:19][C:18]2=[O:21])[CH2:24][CH2:23]1.